From a dataset of Catalyst prediction with 721,799 reactions and 888 catalyst types from USPTO. Predict which catalyst facilitates the given reaction. (1) Reactant: [F-].C([N+](CCCC)(CCCC)CCCC)CCC.[Cl:19][C:20]1[CH:25]=[C:24]([Cl:26])[CH:23]=[CH:22][C:21]=1[N:27]1[C:32]2=[N:33][C:34]3[C:35](=[C:36]([CH:40]=[O:41])[CH:37]=[CH:38][CH:39]=3)[N:31]2[CH2:30][CH2:29][CH2:28]1.C[Si](C)(C)[C:44]([F:47])([F:46])[F:45]. Product: [Cl:19][C:20]1[CH:25]=[C:24]([Cl:26])[CH:23]=[CH:22][C:21]=1[N:27]1[C:32]2=[N:33][C:34]3[CH:39]=[CH:38][CH:37]=[C:36]([CH:40]([OH:41])[C:44]([F:47])([F:46])[F:45])[C:35]=3[N:31]2[CH2:30][CH2:29][CH2:28]1. The catalyst class is: 632. (2) Reactant: C(OC([NH:8][C@H:9]1[CH2:14][C@@H:13]([C:15]([F:18])([F:17])[F:16])[CH2:12][N:11]([C:19]2[CH:24]=[CH:23][N:22]=[CH:21][C:20]=2[NH:25][C:26]([C:28]2[C:37]([NH:38][C:39](=[O:48])[O:40][CH2:41][C:42]3[CH:47]=[CH:46][CH:45]=[CH:44][CH:43]=3)=[CH:36][C:35]3[C:30](=[CH:31][C:32]([N:49]4[CH2:54][CH2:53][O:52][CH2:51][CH2:50]4)=[CH:33][CH:34]=3)[N:29]=2)=[O:27])[CH2:10]1)=O)(C)(C)C.Cl. Product: [NH2:8][C@H:9]1[CH2:14][C@@H:13]([C:15]([F:18])([F:16])[F:17])[CH2:12][N:11]([C:19]2[CH:24]=[CH:23][N:22]=[CH:21][C:20]=2[NH:25][C:26]([C:28]2[C:37]([NH:38][C:39](=[O:48])[O:40][CH2:41][C:42]3[CH:47]=[CH:46][CH:45]=[CH:44][CH:43]=3)=[CH:36][C:35]3[C:30](=[CH:31][C:32]([N:49]4[CH2:50][CH2:51][O:52][CH2:53][CH2:54]4)=[CH:33][CH:34]=3)[N:29]=2)=[O:27])[CH2:10]1. The catalyst class is: 169. (3) The catalyst class is: 245. Reactant: [C:1]([O:5][C:6]([N:8]1[CH2:12][CH2:11][CH2:10][C@H:9]1[CH2:13][NH:14][C:15]1[CH:16]=[C:17]([C:21]2[CH:26]=[CH:25][CH:24]=[CH:23][CH:22]=2)[CH:18]=[CH:19][CH:20]=1)=[O:7])([CH3:4])([CH3:3])[CH3:2].[CH3:27][O:28][C:29]1[CH:30]=[C:31]([CH:35]=[CH:36][C:37]=1[O:38][CH3:39])[C:32](Cl)=[O:33].C(N(CC)CC)C.C(O)(C(F)(F)F)=O. Product: [C:1]([O:5][C:6]([N:8]1[CH2:12][CH2:11][CH2:10][C@H:9]1[CH2:13][N:14]([C:15]1[CH:16]=[C:17]([C:21]2[CH:22]=[CH:23][CH:24]=[CH:25][CH:26]=2)[CH:18]=[CH:19][CH:20]=1)[C:32](=[O:33])[C:31]1[CH:35]=[CH:36][C:37]([O:38][CH3:39])=[C:29]([O:28][CH3:27])[CH:30]=1)=[O:7])([CH3:4])([CH3:2])[CH3:3]. (4) Reactant: CCN(C(C)C)C(C)C.[NH2:10][CH2:11][C:12]1[C:13](=[O:23])[NH:14][C:15]2[C:20]([CH:21]=1)=[CH:19][C:18]([Cl:22])=[CH:17][CH:16]=2.Cl[C:25]1[N:30]=[C:29]([N:31]2[C@@H:35]([CH:36]([CH3:38])[CH3:37])[CH2:34][O:33][C:32]2=[O:39])[CH:28]=[CH:27][N:26]=1. Product: [Cl:22][C:18]1[CH:19]=[C:20]2[C:15](=[CH:16][CH:17]=1)[NH:14][C:13](=[O:23])[C:12]([CH2:11][NH:10][C:25]1[N:30]=[C:29]([N:31]3[C@@H:35]([CH:36]([CH3:37])[CH3:38])[CH2:34][O:33][C:32]3=[O:39])[CH:28]=[CH:27][N:26]=1)=[CH:21]2. The catalyst class is: 197. (5) The catalyst class is: 9. Product: [N:1]1([C:10]2[N:18]=[C:17]([N:22]([CH3:23])[CH3:20])[N:16]=[C:15]3[C:11]=2[N:12]=[CH:13][NH:14]3)[C:5]2[CH:6]=[CH:7][CH:8]=[CH:9][C:4]=2[N:3]=[CH:2]1. Reactant: [N:1]1([C:10]2[N:18]=[C:17](Cl)[N:16]=[C:15]3[C:11]=2[N:12]=[CH:13][NH:14]3)[C:5]2[CH:6]=[CH:7][CH:8]=[CH:9][C:4]=2[N:3]=[CH:2]1.[CH2:20]([N:22](CC)[CH2:23]C)C. (6) Product: [O:1]1[C:5]2[CH:6]=[CH:7][CH:8]=[CH:9][C:4]=2[CH:3]=[C:2]1[C:10]1[N:14]2[N:15]=[C:16]([NH:21][C@H:22]3[CH2:26][CH2:25][CH2:24][C@@H:23]3[OH:27])[CH:17]=[CH:18][C:13]2=[N:12][CH:11]=1. Reactant: [O:1]1[C:5]2[CH:6]=[CH:7][CH:8]=[CH:9][C:4]=2[CH:3]=[C:2]1[C:10]1[N:14]2[N:15]=[C:16](Cl)[CH:17]=[CH:18][C:13]2=[N:12][CH:11]=1.Cl.[NH2:21][C@H:22]1[CH2:26][CH2:25][CH2:24][C@@H:23]1[OH:27].C(=O)([O-])O.[Na+]. The catalyst class is: 51.